The task is: Regression. Given a peptide amino acid sequence and an MHC pseudo amino acid sequence, predict their binding affinity value. This is MHC class I binding data.. This data is from Peptide-MHC class I binding affinity with 185,985 pairs from IEDB/IMGT. (1) The peptide sequence is MIDSDEWVY. The MHC is HLA-A02:19 with pseudo-sequence HLA-A02:19. The binding affinity (normalized) is 0.0847. (2) The peptide sequence is TPALAARGF. The MHC is HLA-B15:09 with pseudo-sequence HLA-B15:09. The binding affinity (normalized) is 0.0847. (3) The peptide sequence is PTDYMSSKL. The MHC is HLA-B44:02 with pseudo-sequence HLA-B44:02. The binding affinity (normalized) is 0.0847. (4) The peptide sequence is TIDNIVTSLA. The MHC is HLA-A02:03 with pseudo-sequence HLA-A02:03. The binding affinity (normalized) is 0. (5) The peptide sequence is AMITYITRK. The MHC is HLA-A69:01 with pseudo-sequence HLA-A69:01. The binding affinity (normalized) is 0.0847. (6) The peptide sequence is FSDARLAKL. The MHC is HLA-A26:01 with pseudo-sequence HLA-A26:01. The binding affinity (normalized) is 0.0847. (7) The peptide sequence is LPTWLGAAI. The MHC is HLA-B35:01 with pseudo-sequence HLA-B35:01. The binding affinity (normalized) is 0.809. (8) The peptide sequence is YLVAYQATV. The MHC is HLA-A02:01 with pseudo-sequence HLA-A02:01. The binding affinity (normalized) is 0.855. (9) The peptide sequence is TTGRTSLPK. The MHC is HLA-A03:01 with pseudo-sequence HLA-A03:01. The binding affinity (normalized) is 0.209.